Dataset: Full USPTO retrosynthesis dataset with 1.9M reactions from patents (1976-2016). Task: Predict the reactants needed to synthesize the given product. Given the product [OH:33][C:34]1([C:41]2[S:45][CH:44]=[N:43][CH:42]=2)[CH2:35][CH2:36][CH:37]([N:8]2[CH2:11][CH:10]([NH:12][C:13](=[O:32])[CH2:14][NH:15][C:16]3[C:24]4[C:19](=[CH:20][CH:21]=[C:22]([CH:25]([OH:30])[C:26]([F:29])([F:28])[F:27])[CH:23]=4)[N:18]([CH3:31])[N:17]=3)[CH2:9]2)[CH2:38][CH2:39]1, predict the reactants needed to synthesize it. The reactants are: OC(C(F)(F)F)=O.[NH:8]1[CH2:11][CH:10]([NH:12][C:13](=[O:32])[CH2:14][NH:15][C:16]2[C:24]3[C:19](=[CH:20][CH:21]=[C:22]([CH:25]([OH:30])[C:26]([F:29])([F:28])[F:27])[CH:23]=3)[N:18]([CH3:31])[N:17]=2)[CH2:9]1.[OH:33][C:34]1([C:41]2[S:45][CH:44]=[N:43][CH:42]=2)[CH2:39][CH2:38][C:37](=O)[CH2:36][CH2:35]1.